Dataset: Reaction yield outcomes from USPTO patents with 853,638 reactions. Task: Predict the reaction yield, written as a fraction of the theoretical maximum amount of product (1.0 means a 100% yield; for example, 0.34 means a 34% yield). (1) The reactants are [CH2:1]([N:8]([CH3:23])[C:9]1[CH:14]=[C:13]([CH2:15][O:16][CH2:17][C:18]([F:21])([F:20])[F:19])[N:12]=[C:11](Cl)[N:10]=1)[C:2]1[CH:7]=[CH:6][CH:5]=[CH:4][CH:3]=1.[CH3:24][O:25][C:26]1[CH:27]=[C:28]([CH:30]=[CH:31][C:32]=1[N:33]1[CH:37]=[C:36]([CH3:38])[N:35]=[CH:34]1)[NH2:29].C(=O)([O-])[O-].[Cs+].[Cs+].C1(P(C2CCCCC2)C2C=CC=CC=2C2C=CC=CC=2)CCCCC1. The catalyst is O1CCOCC1.C([O-])(=O)C.[Pd+2].C([O-])(=O)C. The product is [CH2:1]([N:8]([CH3:23])[C:9]1[CH:14]=[C:13]([CH2:15][O:16][CH2:17][C:18]([F:21])([F:20])[F:19])[N:12]=[C:11]([NH:29][C:28]2[CH:30]=[CH:31][C:32]([N:33]3[CH:37]=[C:36]([CH3:38])[N:35]=[CH:34]3)=[C:26]([O:25][CH3:24])[CH:27]=2)[N:10]=1)[C:2]1[CH:7]=[CH:6][CH:5]=[CH:4][CH:3]=1. The yield is 0.660. (2) The reactants are [F:1][C:2]1[CH:3]=[C:4]([NH2:26])[C:5]([NH:9][CH:10]2[CH2:15][CH2:14][N:13]([C@H:16]3[CH2:21][CH2:20][C@H:19]([O:22][CH:23]([CH3:25])[CH3:24])[CH2:18][CH2:17]3)[CH2:12][CH2:11]2)=[CH:6][C:7]=1[CH3:8].C(N(C(C)C)CC)(C)C.[Cl:36][C:37](Cl)([O:39]C(=O)OC(Cl)(Cl)Cl)Cl.C([O-])(O)=O.[Na+]. The catalyst is ClCCl. The product is [ClH:36].[F:1][C:2]1[C:7]([CH3:8])=[CH:6][C:5]2[N:9]([CH:10]3[CH2:15][CH2:14][N:13]([C@H:16]4[CH2:21][CH2:20][C@H:19]([O:22][CH:23]([CH3:24])[CH3:25])[CH2:18][CH2:17]4)[CH2:12][CH2:11]3)[C:37](=[O:39])[NH:26][C:4]=2[CH:3]=1. The yield is 0.680. (3) The reactants are [C:1]([Cl:4])(Cl)=[O:2].C(N(CC)C(C)C)(C)C.[CH2:14]([O:21][CH2:22][CH2:23][NH:24][C:25]1[CH:30]=[C:29]([CH3:31])[C:28]([Br:32])=[C:27]([CH3:33])[CH:26]=1)[C:15]1[CH:20]=[CH:19][CH:18]=[CH:17][CH:16]=1.O. The catalyst is C1(C)C=CC=CC=1. The product is [CH2:14]([O:21][CH2:22][CH2:23][N:24]([C:25]1[CH:26]=[C:27]([CH3:33])[C:28]([Br:32])=[C:29]([CH3:31])[CH:30]=1)[C:1]([Cl:4])=[O:2])[C:15]1[CH:16]=[CH:17][CH:18]=[CH:19][CH:20]=1. The yield is 0.980. (4) The reactants are [CH3:1][C@H:2]1[C@@H:7]([N:8]([C:10]2[N:18]=[CH:17][N:16]=[C:15]3[C:11]=2[CH:12]=[CH:13][NH:14]3)[CH3:9])[CH2:6][N:5]([C:19]([CH2:21][C:22]#[N:23])=[O:20])[CH2:4][CH2:3]1.Cl.[C:25]([OH:37])(=[O:36])[CH2:26][C:27]([CH2:32][C:33]([OH:35])=[O:34])([C:29]([OH:31])=[O:30])[OH:28].N1(C2CCCCCCCCCC2)CCCN=CCCCCC1. The catalyst is O. The product is [CH3:1][C@H:2]1[C@@H:7]([N:8]([C:10]2[N:18]=[CH:17][N:16]=[C:15]3[C:11]=2[CH:12]=[CH:13][NH:14]3)[CH3:9])[CH2:6][N:5]([C:19]([CH2:21][C:22]#[N:23])=[O:20])[CH2:4][CH2:3]1.[CH2:32]([C:27]([OH:28])([C:29]([OH:31])=[O:30])[CH2:26][C:25]([OH:37])=[O:36])[C:33]([OH:35])=[O:34]. The yield is 0.890. (5) The reactants are [CH3:1][S:2]([C:5]1[CH:10]=[CH:9][C:8](B(O)O)=[CH:7][CH:6]=1)(=[O:4])=[O:3].Br[C:15]1[N:20]=[CH:19][C:18]([O:21][CH2:22][CH:23]2[CH2:28][CH2:27][N:26]([C:29]([O:31][C:32]([CH3:35])([CH3:34])[CH3:33])=[O:30])[CH2:25][CH2:24]2)=[CH:17][CH:16]=1.COCCOC.C([O-])([O-])=O.[Na+].[Na+]. The catalyst is Cl[Pd](Cl)([P](C1C=CC=CC=1)(C1C=CC=CC=1)C1C=CC=CC=1)[P](C1C=CC=CC=1)(C1C=CC=CC=1)C1C=CC=CC=1.O. The product is [CH3:1][S:2]([C:5]1[CH:10]=[CH:9][C:8]([C:15]2[N:20]=[CH:19][C:18]([O:21][CH2:22][CH:23]3[CH2:24][CH2:25][N:26]([C:29]([O:31][C:32]([CH3:35])([CH3:34])[CH3:33])=[O:30])[CH2:27][CH2:28]3)=[CH:17][CH:16]=2)=[CH:7][CH:6]=1)(=[O:4])=[O:3]. The yield is 0.580. (6) The reactants are [OH:1][CH2:2][CH2:3][NH:4][CH2:5][C@H:6]([C:8]1[CH:13]=[CH:12][CH:11]=[CH:10][CH:9]=1)[OH:7].[C:14](O[C:14]([O:16][C:17]([CH3:20])([CH3:19])[CH3:18])=[O:15])([O:16][C:17]([CH3:20])([CH3:19])[CH3:18])=[O:15].C(N(CC)CC)C.O. The catalyst is C(Cl)Cl. The product is [C:17]([O:16][C:14](=[O:15])[N:4]([CH2:3][CH2:2][OH:1])[CH2:5][C@@H:6]([OH:7])[C:8]1[CH:13]=[CH:12][CH:11]=[CH:10][CH:9]=1)([CH3:20])([CH3:19])[CH3:18]. The yield is 0.260. (7) The yield is 0.980. The reactants are [CH3:1][C:2]([C:6]1[NH:7][C:8]2[C:13]([CH:14]=1)=[CH:12][C:11]([N+:15]([O-])=O)=[CH:10][CH:9]=2)([CH3:5])[CH2:3][OH:4].O.O.[Sn](Cl)(Cl)(Cl)Cl. The catalyst is C(O)C.C(OCC)(=O)C.O. The product is [NH2:15][C:11]1[CH:12]=[C:13]2[C:8](=[CH:9][CH:10]=1)[NH:7][C:6]([C:2]([CH3:5])([CH3:1])[CH2:3][OH:4])=[CH:14]2.